This data is from Forward reaction prediction with 1.9M reactions from USPTO patents (1976-2016). The task is: Predict the product of the given reaction. The product is: [NH2:18][C:9]1[C:8]2[N:7]=[C:6]([CH2:19][CH2:20][O:21][CH3:22])[N:5]([CH2:4][CH2:3][CH2:2][NH:1][CH2:23][C:25]3[CH:26]=[CH:27][C:28]([CH2:31][C:32]([O:34][CH3:35])=[O:33])=[CH:29][CH:30]=3)[C:17]=2[C:16]2[CH:15]=[CH:14][CH:13]=[CH:12][C:11]=2[N:10]=1. Given the reactants [NH2:1][CH2:2][CH2:3][CH2:4][N:5]1[C:17]2[C:16]3[CH:15]=[CH:14][CH:13]=[CH:12][C:11]=3[N:10]=[C:9]([NH2:18])[C:8]=2[N:7]=[C:6]1[CH2:19][CH2:20][O:21][CH3:22].[CH:23]([C:25]1[CH:30]=[CH:29][C:28]([CH2:31][C:32]([O:34][CH3:35])=[O:33])=[CH:27][CH:26]=1)=O.C(O[BH-](OC(=O)C)OC(=O)C)(=O)C.[Na+], predict the reaction product.